Dataset: Catalyst prediction with 721,799 reactions and 888 catalyst types from USPTO. Task: Predict which catalyst facilitates the given reaction. Reactant: [NH2:1][C:2]1[CH:3]=[C:4]2[C:9](=[CH:10][C:11]=1[C:12]([F:15])([F:14])[F:13])[NH:8][C:7](=[O:16])[N:6]([NH:17][S:18]([CH3:21])(=[O:20])=[O:19])[C:5]2=[O:22].CO[CH:25]1[CH:29]([CH2:30][O:31][CH:32]2[CH2:37]CCC[O:33]2)[CH2:28][CH:27](OC)O1. Product: [CH3:21][S:18]([NH:17][N:6]1[C:5](=[O:22])[C:4]2[C:9](=[CH:10][C:11]([C:12]([F:13])([F:15])[F:14])=[C:2]([N:1]3[CH:27]=[CH:28][C:29]([CH2:30][O:31][C:32](=[O:33])[CH3:37])=[CH:25]3)[CH:3]=2)[NH:8][C:7]1=[O:16])(=[O:20])=[O:19]. The catalyst class is: 15.